Dataset: Reaction yield outcomes from USPTO patents with 853,638 reactions. Task: Predict the reaction yield, written as a fraction of the theoretical maximum amount of product (1.0 means a 100% yield; for example, 0.34 means a 34% yield). The reactants are [CH3:1][C:2]1([CH3:27])[C:6]([CH3:8])([CH3:7])[O:5][B:4]([C:9]2[CH:26]=[CH:25][C:12]([CH2:13][O:14][C:15]3[CH:24]=[CH:23][CH:22]=[CH:21][C:16]=3C(OC)=O)=[CH:11][CH:10]=2)[O:3]1.OC1C=CC=C2C=1[N:37]=[CH:36][CH:35]=[CH:34]2.BrCC1C=CC(B2OC(C)(C)C(C)(C)O2)=CC=1.C([O-])([O-])=O.[K+].[K+]. The catalyst is C(#N)C. The product is [CH3:27][C:2]1([CH3:1])[C:6]([CH3:7])([CH3:8])[O:5][B:4]([C:9]2[CH:10]=[CH:11][C:12]([CH2:13][O:14][C:15]3[CH:24]=[CH:23][CH:22]=[C:21]4[C:16]=3[N:37]=[CH:36][CH:35]=[CH:34]4)=[CH:25][CH:26]=2)[O:3]1. The yield is 0.220.